The task is: Predict the reaction yield, written as a fraction of the theoretical maximum amount of product (1.0 means a 100% yield; for example, 0.34 means a 34% yield).. This data is from Reaction yield outcomes from USPTO patents with 853,638 reactions. (1) The reactants are Br[C:2]1[CH:3]=[C:4]([NH:10][C:11]2[S:12][C:13]3[CH2:14][N:15]([CH3:20])[CH2:16][CH2:17][C:18]=3[N:19]=2)[C:5](=[O:9])[N:6]([CH3:8])[CH:7]=1.[B:21]1([B:21]2[O:25][C:24]([CH3:27])([CH3:26])[C:23]([CH3:29])([CH3:28])[O:22]2)[O:25][C:24]([CH3:27])([CH3:26])[C:23]([CH3:29])([CH3:28])[O:22]1.CC(C1C=C(C(C)C)C(C2C=CC=CC=2P(C2CCCCC2)C2CCCCC2)=C(C(C)C)C=1)C.C([O-])(=O)C.[K+]. The catalyst is O1CCOCC1.C1C=CC(/C=C/C(/C=C/C2C=CC=CC=2)=O)=CC=1.C1C=CC(/C=C/C(/C=C/C2C=CC=CC=2)=O)=CC=1.C1C=CC(/C=C/C(/C=C/C2C=CC=CC=2)=O)=CC=1.[Pd].[Pd]. The product is [CH3:8][N:6]1[CH:7]=[C:2]([B:21]2[O:25][C:24]([CH3:27])([CH3:26])[C:23]([CH3:29])([CH3:28])[O:22]2)[CH:3]=[C:4]([NH:10][C:11]2[S:12][C:13]3[CH2:14][N:15]([CH3:20])[CH2:16][CH2:17][C:18]=3[N:19]=2)[C:5]1=[O:9]. The yield is 0.860. (2) The reactants are [F:1][C:2]([F:32])([F:31])[O:3][C:4]1[CH:9]=[CH:8][C:7]([N:10]2[CH:14]=[N:13][C:12]([C:15]3[CH:30]=[CH:29][C:18]([CH2:19][CH2:20][NH:21]C(=O)OC(C)(C)C)=[CH:17][CH:16]=3)=[N:11]2)=[CH:6][CH:5]=1.FC(F)(F)C(O)=O. The catalyst is ClCCl. The product is [F:32][C:2]([F:1])([F:31])[O:3][C:4]1[CH:5]=[CH:6][C:7]([N:10]2[CH:14]=[N:13][C:12]([C:15]3[CH:30]=[CH:29][C:18]([CH2:19][CH2:20][NH2:21])=[CH:17][CH:16]=3)=[N:11]2)=[CH:8][CH:9]=1. The yield is 0.880.